This data is from Retrosynthesis with 50K atom-mapped reactions and 10 reaction types from USPTO. The task is: Predict the reactants needed to synthesize the given product. Given the product CCCCCCCC[N+](C)(C)CCCCCCCC, predict the reactants needed to synthesize it. The reactants are: CBr.CCCCCCCCN(C)CCCCCCCC.